From a dataset of Reaction yield outcomes from USPTO patents with 853,638 reactions. Predict the reaction yield, written as a fraction of the theoretical maximum amount of product (1.0 means a 100% yield; for example, 0.34 means a 34% yield). (1) The reactants are [OH:1][CH2:2][CH2:3][NH:4][CH2:5][CH2:6][CH2:7][C:8]1[CH:15]=[CH:14][C:11]([C:12]#[N:13])=[CH:10][CH:9]=1.C(N(CC)CC)C.[S:23](Cl)([CH3:26])(=[O:25])=[O:24]. The catalyst is C(Cl)Cl. The product is [C:12]([C:11]1[CH:14]=[CH:15][C:8]([CH2:7][CH2:6][CH2:5][N:4]([S:23]([CH3:26])(=[O:25])=[O:24])[CH2:3][CH2:2][O:1][S:23]([CH3:26])(=[O:25])=[O:24])=[CH:9][CH:10]=1)#[N:13]. The yield is 0.620. (2) The reactants are CC1(C)C(C)(C)OB([C:9]2[CH2:14][CH2:13][N:12]([C:15]([O:17][C:18]([CH3:21])([CH3:20])[CH3:19])=[O:16])[CH2:11][CH:10]=2)O1.Br[C:24]1[C:29]([O:30][CH:31]([F:33])[F:32])=[C:28]([F:34])[CH:27]=[CH:26][C:25]=1[F:35].C(=O)([O-])[O-].[K+].[K+]. The catalyst is O1CCOCC1.O.C(OCC)(=O)C.C1C=CC([P]([Pd]([P](C2C=CC=CC=2)(C2C=CC=CC=2)C2C=CC=CC=2)([P](C2C=CC=CC=2)(C2C=CC=CC=2)C2C=CC=CC=2)[P](C2C=CC=CC=2)(C2C=CC=CC=2)C2C=CC=CC=2)(C2C=CC=CC=2)C2C=CC=CC=2)=CC=1.[Pd]. The product is [F:33][CH:31]([F:32])[O:30][C:29]1[C:28]([F:34])=[CH:27][CH:26]=[C:25]([F:35])[C:24]=1[C:9]1[CH2:14][CH2:13][N:12]([C:15]([O:17][C:18]([CH3:19])([CH3:20])[CH3:21])=[O:16])[CH2:11][CH:10]=1. The yield is 0.695.